Dataset: Full USPTO retrosynthesis dataset with 1.9M reactions from patents (1976-2016). Task: Predict the reactants needed to synthesize the given product. (1) Given the product [CH2:1]([O:3][C:4](=[O:28])[C:5]([O:7][C:8]1[CH:17]=[C:16]([OH:18])[C:15]2[C:10](=[CH:11][CH:12]=[CH:13][CH:14]=2)[CH:9]=1)([CH3:27])[CH3:6])[CH3:2], predict the reactants needed to synthesize it. The reactants are: [CH2:1]([O:3][C:4](=[O:28])[C:5]([CH3:27])([O:7][C:8]1[CH:17]=[C:16]([O:18]COCC[Si](C)(C)C)[C:15]2[C:10](=[CH:11][CH:12]=[CH:13][CH:14]=2)[CH:9]=1)[CH3:6])[CH3:2].C[Si](C)(C)CCOCOC1C2C(=CC=CC=2)C=C(O)C=1.BrC(C)(C)C(OCC)=O.C(=O)([O-])[O-].[Cs+].[Cs+].Cl.CCO. (2) Given the product [ClH:21].[Cl:21][C:17]1[C:18]2[CH2:19][O:20][C@:10]3([CH3:22])[C@@H:11]([C:13]=2[CH:14]=[CH:15][CH:16]=1)[CH2:12][NH:8][CH2:9]3, predict the reactants needed to synthesize it. The reactants are: C([N:8]1[CH2:12][C@@H:11]2[C:13]3[CH:14]=[CH:15][CH:16]=[C:17]([Cl:21])[C:18]=3[CH2:19][O:20][C@@:10]2([CH3:22])[CH2:9]1)C1C=CC=CC=1.ClC(OC(Cl)C)=O.CO. (3) Given the product [C:36]([O:35][C:33]([N:21]1[CH2:22][C@H:23]([C:25]([N:27]2[CH2:32][CH2:31][O:30][CH2:29][CH2:28]2)=[O:26])[CH2:24][C@H:19]([N:18]([CH2:40][CH:41]([CH3:43])[CH3:42])[C:16]([C:8]2[N:7]([CH2:6][CH2:5][C:4]([OH:44])=[O:3])[C:11]3[CH:12]=[CH:13][CH:14]=[CH:15][C:10]=3[N:9]=2)=[O:17])[CH2:20]1)=[O:34])([CH3:37])([CH3:39])[CH3:38], predict the reactants needed to synthesize it. The reactants are: C([O:3][C:4](=[O:44])[CH2:5][CH2:6][N:7]1[C:11]2[CH:12]=[CH:13][CH:14]=[CH:15][C:10]=2[N:9]=[C:8]1[C:16]([N:18]([CH2:40][CH:41]([CH3:43])[CH3:42])[C@H:19]1[CH2:24][C@@H:23]([C:25]([N:27]2[CH2:32][CH2:31][O:30][CH2:29][CH2:28]2)=[O:26])[CH2:22][N:21]([C:33]([O:35][C:36]([CH3:39])([CH3:38])[CH3:37])=[O:34])[CH2:20]1)=[O:17])C.[OH-].[Na+].Cl. (4) Given the product [C:10]1([CH3:9])[CH:11]=[CH:12][C:13]([CH:16]2[CH2:17][CH:18]([CH2:20][N:21]3[CH2:25][CH2:24][CH2:23][CH2:22]3)[CH2:19]2)=[CH:14][CH:15]=1, predict the reactants needed to synthesize it. The reactants are: C(O[CH2:9][C:10]1[CH:15]=[CH:14][C:13]([C:16]2(O)[CH2:19][CH:18]([CH2:20][N:21]3[CH2:25][CH2:24][CH2:23][CH2:22]3)[CH2:17]2)=[CH:12][CH:11]=1)C1C=CC=CC=1.CS(O)(=O)=O.